Dataset: Forward reaction prediction with 1.9M reactions from USPTO patents (1976-2016). Task: Predict the product of the given reaction. (1) Given the reactants Br[C:2]1[CH:7]=[C:6]([F:8])[C:5]([O:9][CH2:10][C:11]2[CH:16]=[CH:15][C:14]([C:17]([F:20])([F:19])[F:18])=[C:13]([Cl:21])[CH:12]=2)=[CH:4][C:3]=1[F:22].F[B-](F)(F)F.C([PH+](C(C)(C)C)C(C)(C)C)(C)(C)C.[CH3:41][S:42]([NH2:45])(=[O:44])=[O:43].S([O-])(O)(=O)=O.[K+].[O:52]1CCOC[CH2:53]1, predict the reaction product. The product is: [Cl:21][C:13]1[CH:12]=[C:11]([CH:16]=[CH:15][C:14]=1[C:17]([F:20])([F:19])[F:18])[CH2:10][O:9][C:5]1[C:6]([F:8])=[CH:7][C:2]([C:53]([NH:45][S:42]([CH3:41])(=[O:44])=[O:43])=[O:52])=[C:3]([F:22])[CH:4]=1. (2) Given the reactants [C:1]([NH:4][C@:5]1([C@@H:62]([CH2:64][CH3:65])[CH3:63])[CH2:9][CH2:8][N:7]([C@@H:10]([CH2:53][CH2:54][C:55]2[CH:60]=[CH:59][CH:58]=[CH:57][CH:56]=2)[C:11]([NH:13][C@@H:14]([CH2:44][C:45]2[CH:50]=[C:49]([F:51])[CH:48]=[C:47]([F:52])[CH:46]=2)[C@@H:15]([C@H:17]2[CH2:26][C:25]3[C:20](=[C:21]([O:27][CH2:28][CH:29]=[CH2:30])[CH:22]=[CH:23][CH:24]=3)[CH2:19][N:18]2[CH:31]([C:38]2[CH:43]=[CH:42][CH:41]=[CH:40][CH:39]=2)[C:32]2[CH:37]=[CH:36][CH:35]=[CH:34][CH:33]=2)[OH:16])=[O:12])[C:6]1=[O:61])(=[O:3])[CH3:2].C(O)(=O)C, predict the reaction product. The product is: [C:1]([NH:4][C@:5]1([C@@H:62]([CH2:64][CH3:65])[CH3:63])[CH2:9][CH2:8][N:7]([C@@H:10]([CH2:53][CH2:54][C:55]2[CH:60]=[CH:59][CH:58]=[CH:57][CH:56]=2)[C:11]([NH:13][C@@H:14]([CH2:44][C:45]2[CH:50]=[C:49]([F:51])[CH:48]=[C:47]([F:52])[CH:46]=2)[C@H:15]([OH:16])[C@H:17]2[CH2:26][C:25]3[C:20](=[C:21]([O:27][CH2:28][CH2:29][CH3:30])[CH:22]=[CH:23][CH:24]=3)[CH2:19][NH:18]2)=[O:12])[C:6]1=[O:61])(=[O:3])[CH3:2].[CH2:28]([O:27][C:21]1[CH:22]=[CH:23][CH:24]=[C:25]2[C:20]=1[CH2:19][N:18]([CH:31]([C:32]1[CH:37]=[CH:36][CH:35]=[CH:34][CH:33]=1)[C:38]1[CH:39]=[CH:40][CH:41]=[CH:42][CH:43]=1)[C@@H:17]([C@@H:15]([OH:16])[C@@H:14]([NH2:13])[CH2:44][C:45]1[CH:50]=[C:49]([F:51])[CH:48]=[C:47]([F:52])[CH:46]=1)[CH2:26]2)[CH:29]=[CH2:30]. (3) Given the reactants CS([C:5]1[N:10]=[C:9]([C:11]2[C:12]([CH3:17])=[N:13][CH:14]=[CH:15][CH:16]=2)[CH:8]=[CH:7][N:6]=1)(=O)=O.[O:18]1CCOCC1, predict the reaction product. The product is: [CH3:17][C:12]1[C:11]([C:9]2[CH:8]=[CH:7][NH:6][C:5](=[O:18])[N:10]=2)=[CH:16][CH:15]=[CH:14][N:13]=1.